This data is from Full USPTO retrosynthesis dataset with 1.9M reactions from patents (1976-2016). The task is: Predict the reactants needed to synthesize the given product. (1) Given the product [C:18]([N:8]1[C:9]2[C:4](=[CH:3][C:2]([Br:1])=[CH:11][CH:10]=2)[C@H:5]([NH:15][CH:16]=[O:17])[CH2:6][C@@H:7]1[CH2:12][CH2:13][CH3:14])(=[O:20])[CH3:19], predict the reactants needed to synthesize it. The reactants are: [Br:1][C:2]1[CH:3]=[C:4]2[C:9](=[CH:10][CH:11]=1)[NH:8][C@@H:7]([CH2:12][CH2:13][CH3:14])[CH2:6][C@H:5]2[NH:15][CH:16]=[O:17].[C:18](Cl)(=[O:20])[CH3:19].N1C=CC=CC=1. (2) The reactants are: F[C:2]1[C:7]([C:8]2[N:9]=[CH:10][C:11]3[C:12]4[N:26]([CH:27]5[CH2:32][CH2:31][CH2:30][CH2:29][O:28]5)[N:25]=[CH:24][C:13]=4[C:14](=[O:23])[N:15]([CH2:18][C:19]([F:22])([F:21])[F:20])[C:16]=3[CH:17]=2)=[CH:6][CH:5]=[CH:4][N:3]=1.[NH:33]1[CH2:37][CH2:36][CH2:35][CH2:34]1. Given the product [N:33]1([C:2]2[C:7]([C:8]3[N:9]=[CH:10][C:11]4[C:12]5[N:26]([CH:27]6[CH2:32][CH2:31][CH2:30][CH2:29][O:28]6)[N:25]=[CH:24][C:13]=5[C:14](=[O:23])[N:15]([CH2:18][C:19]([F:22])([F:21])[F:20])[C:16]=4[CH:17]=3)=[CH:6][CH:5]=[CH:4][N:3]=2)[CH2:37][CH2:36][CH2:35][CH2:34]1, predict the reactants needed to synthesize it. (3) Given the product [CH:79]1([C:51]2[C:50]3[C:54](=[CH:55][C:47]([C:45]([OH:44])=[O:46])=[CH:48][CH:49]=3)[N:53]([CH2:56][C:57]([N:59]3[CH2:64][CH2:63][O:62][CH2:61][CH2:60]3)=[O:58])[C:52]=2[C:65]2[CH:70]=[CH:69][C:68]([C:4]3[CH:5]=[CH:6][C:1]([CH:7]=[CH2:8])=[CH:2][CH:3]=3)=[CH:67][CH:66]=2)[CH2:80][CH2:81][CH2:82][CH2:83][CH2:84]1, predict the reactants needed to synthesize it. The reactants are: [CH:1]1([C:7]2C3C(=CC(C(O)=O)=CC=3)N(CC(N3CCOCC3)=O)[C:8]=2C2C=CC(C3C=CC(N(C)C)=CC=3)=CC=2)[CH2:6][CH2:5][CH2:4][CH2:3][CH2:2]1.C[O:44][C:45]([C:47]1[CH:55]=[C:54]2[C:50]([C:51]([CH:79]3[CH2:84][CH2:83][CH2:82][CH2:81][CH2:80]3)=[C:52]([C:65]3[CH:70]=[CH:69][C:68](OS(C(F)(F)F)(=O)=O)=[CH:67][CH:66]=3)[N:53]2[CH2:56][C:57]([N:59]2[CH2:64][CH2:63][O:62][CH2:61][CH2:60]2)=[O:58])=[CH:49][CH:48]=1)=[O:46].C(C1C=CC(B(O)O)=CC=1)=C. (4) Given the product [CH3:43][O:1][CH:2]1[C:11]2[C:6](=[CH:7][CH:8]=[C:9]([N:12]3[C:17](=[O:18])[C:16]([CH2:19][C:20]4[CH:25]=[CH:24][C:23]([C:26]5[C:27]([C:32]#[N:33])=[CH:28][CH:29]=[CH:30][CH:31]=5)=[CH:22][CH:21]=4)=[C:15]([CH2:34][CH2:35][CH3:36])[N:14]=[C:13]3[CH3:37])[CH:10]=2)[O:5][C:4]([CH3:38])([CH3:39])[CH2:3]1, predict the reactants needed to synthesize it. The reactants are: [OH:1][CH:2]1[C:11]2[C:6](=[CH:7][CH:8]=[C:9]([N:12]3[C:17](=[O:18])[C:16]([CH2:19][C:20]4[CH:25]=[CH:24][C:23]([C:26]5[C:27]([C:32]#[N:33])=[CH:28][CH:29]=[CH:30][CH:31]=5)=[CH:22][CH:21]=4)=[C:15]([CH2:34][CH2:35][CH3:36])[N:14]=[C:13]3[CH3:37])[CH:10]=2)[O:5][C:4]([CH3:39])([CH3:38])[CH2:3]1.[H-].[Na+].I[CH3:43].S([O-])(O)(=O)=O.[K+]. (5) Given the product [CH3:19][O:20][C:21]1[CH:29]=[C:28]2[C:24]([CH:25]=[N:26][NH:27]2)=[CH:23][C:22]=1[NH:30][C:2]1[C:3]2[N:10]=[C:9]([CH2:11][CH2:12][CH2:13][C:14]([O:16][CH2:17][CH3:18])=[O:15])[S:8][C:4]=2[N:5]=[CH:6][N:7]=1, predict the reactants needed to synthesize it. The reactants are: Cl[C:2]1[C:3]2[N:10]=[C:9]([CH2:11][CH2:12][CH2:13][C:14]([O:16][CH2:17][CH3:18])=[O:15])[S:8][C:4]=2[N:5]=[CH:6][N:7]=1.[CH3:19][O:20][C:21]1[CH:29]=[C:28]2[C:24]([CH:25]=[N:26][NH:27]2)=[CH:23][C:22]=1[NH2:30].